This data is from Forward reaction prediction with 1.9M reactions from USPTO patents (1976-2016). The task is: Predict the product of the given reaction. (1) The product is: [NH2:1][C:2]1[C:7]2[CH:8]=[C:9]([CH2:11][NH2:12])[O:10][C:6]=2[CH:5]=[CH:4][N:3]=1. Given the reactants [NH2:1][C:2]1[C:7]2[CH:8]=[C:9]([C:11]#[N:12])[O:10][C:6]=2[CH:5]=[CH:4][N:3]=1.NC1C2C(=CC=C(CN)C=2)C=CN=1, predict the reaction product. (2) Given the reactants C(OC([N:8]1[CH2:13][CH2:12][CH2:11][CH:10]([C:14]([N:16]2[CH2:21][CH2:20][CH2:19][CH2:18][CH:17]2[C:22]2[CH:27]=[CH:26][CH:25]=[CH:24][CH:23]=2)=[O:15])[CH2:9]1)=O)(C)(C)C.FC(F)(F)C(O)=O, predict the reaction product. The product is: [C:22]1([CH:17]2[CH2:18][CH2:19][CH2:20][CH2:21][N:16]2[C:14]([CH:10]2[CH2:11][CH2:12][CH2:13][NH:8][CH2:9]2)=[O:15])[CH:23]=[CH:24][CH:25]=[CH:26][CH:27]=1. (3) Given the reactants FC(F)(F)C(O)=O.[C:8]1([CH2:14][N:15]2[CH2:18][C:17]3([CH2:22][CH2:21][NH:20][CH2:19]3)[CH:16]2C(OC(C)(C)C)=O)[CH:13]=[CH:12][CH:11]=[CH:10][CH:9]=1, predict the reaction product. The product is: [C:8]1([CH2:14][N:15]2[CH2:16][C:17]3([CH2:22][CH2:21][NH:20][CH2:19]3)[CH2:18]2)[CH:9]=[CH:10][CH:11]=[CH:12][CH:13]=1. (4) Given the reactants [CH3:1][C:2]1[CH:7]=[C:6]([C:8]([OH:10])=O)[CH:5]=[CH:4][C:3]=1[C:11]1[CH:16]=[CH:15][CH:14]=[CH:13][C:12]=1[CH3:17].[CH:18]1[CH:19]=[CH:20][N:21]2[CH2:27][C:26]3[CH:28]=[CH:29][CH:30]=[CH:31][C:25]=3[NH:24][CH2:23][C:22]=12.O1CCOCC1.CN(C)C1C=CC=CC=1, predict the reaction product. The product is: [CH:18]1[CH:19]=[CH:20][N:21]2[CH2:27][C:26]3[CH:28]=[CH:29][CH:30]=[CH:31][C:25]=3[N:24]([C:8]([C:6]3[CH:5]=[CH:4][C:3]([C:11]4[CH:16]=[CH:15][CH:14]=[CH:13][C:12]=4[CH3:17])=[C:2]([CH3:1])[CH:7]=3)=[O:10])[CH2:23][C:22]=12. (5) Given the reactants [I:1][C:2]1[CH:3]=[C:4]2[C:9](=[CH:10][CH:11]=1)[NH:8][CH:7]=[C:6]([C:12]#[N:13])[C:5]2=O.P(Cl)(Cl)([Cl:17])=O, predict the reaction product. The product is: [Cl:17][C:5]1[C:4]2[C:9](=[CH:10][CH:11]=[C:2]([I:1])[CH:3]=2)[N:8]=[CH:7][C:6]=1[C:12]#[N:13].